This data is from NCI-60 drug combinations with 297,098 pairs across 59 cell lines. The task is: Regression. Given two drug SMILES strings and cell line genomic features, predict the synergy score measuring deviation from expected non-interaction effect. (1) Drug 1: C1CC(=O)NC(=O)C1N2CC3=C(C2=O)C=CC=C3N. Drug 2: C#CCC(CC1=CN=C2C(=N1)C(=NC(=N2)N)N)C3=CC=C(C=C3)C(=O)NC(CCC(=O)O)C(=O)O. Cell line: KM12. Synergy scores: CSS=-0.429, Synergy_ZIP=-2.46, Synergy_Bliss=-4.75, Synergy_Loewe=-3.25, Synergy_HSA=-3.25. (2) Drug 1: CCN(CC)CCNC(=O)C1=C(NC(=C1C)C=C2C3=C(C=CC(=C3)F)NC2=O)C. Drug 2: C1CNP(=O)(OC1)N(CCCl)CCCl. Cell line: A498. Synergy scores: CSS=-1.19, Synergy_ZIP=-0.557, Synergy_Bliss=-3.60, Synergy_Loewe=-1.04, Synergy_HSA=-3.70.